Dataset: Full USPTO retrosynthesis dataset with 1.9M reactions from patents (1976-2016). Task: Predict the reactants needed to synthesize the given product. (1) Given the product [Cl:1][C:2]1[C:3]2[N:22]=[CH:21][N:20]([CH3:23])[C:4]=2[N:5]=[C:6]2[NH:26][C:29](=[O:38])[N:8]([C:9]3[CH:14]=[CH:13][C:12]([I:15])=[CH:11][C:10]=3[F:16])[C:7]=12, predict the reactants needed to synthesize it. The reactants are: [Cl:1][C:2]1[C:7]([NH:8][C:9]2[CH:14]=[CH:13][C:12]([I:15])=[CH:11][C:10]=2[F:16])=[C:6](C(O)=O)[N:5]=[C:4]2[N:20]([CH3:23])[CH:21]=[N:22][C:3]=12.C([N:26]([CH2:29]C)CC)C.C1(P(N=[N+]=[N-])(C2C=CC=CC=2)=[O:38])C=CC=CC=1. (2) Given the product [C:24]([C:3]1[CH:4]=[CH:5][C:6]([O:9][CH2:10][C:11]2[O:15][N:14]=[C:13]([CH2:16][C:17]3[CH:18]=[C:19]([CH:20]=[CH:21][CH:22]=3)[C:45]([OH:47])=[O:46])[N:12]=2)=[C:7]([CH3:8])[C:2]=1[OH:1])(=[O:26])[CH3:25], predict the reactants needed to synthesize it. The reactants are: [OH:1][C:2]1[C:7]([CH3:8])=[C:6]([O:9][CH2:10][C:11]2[O:15][N:14]=[C:13]([CH2:16][C:17]3[CH:22]=[CH:21][CH:20]=[C:19](I)[CH:18]=3)[N:12]=2)[CH:5]=[CH:4][C:3]=1[C:24](=[O:26])[CH3:25].S([O-])(OCCCCCCCCCCCC)(=O)=O.[Na+].[C:45]([O-])([O-:47])=[O:46].[K+].[K+].[C]=O.